Dataset: Catalyst prediction with 721,799 reactions and 888 catalyst types from USPTO. Task: Predict which catalyst facilitates the given reaction. (1) Reactant: [CH3:1][CH:2]([CH3:23])[CH2:3][C@@H:4]([NH:8][S:9]([CH2:12][C:13]1[CH:22]=[CH:21][C:20]2[C:15](=[CH:16][CH:17]=[CH:18][CH:19]=2)[CH:14]=1)(=[O:11])=[O:10])[C:5](O)=[O:6].C(Cl)CCl.C1C=NC2[N:34]([OH:37])N=NC=2C=1.Cl.NO.CN1CCOCC1. Product: [OH:37][NH:34][C:5](=[O:6])[C@H:4]([NH:8][S:9]([CH2:12][C:13]1[CH:22]=[CH:21][C:20]2[C:15](=[CH:16][CH:17]=[CH:18][CH:19]=2)[CH:14]=1)(=[O:11])=[O:10])[CH2:3][CH:2]([CH3:23])[CH3:1]. The catalyst class is: 3. (2) Reactant: C([O:5][C:6]([C:8]1[N:9]=[C:10]([Cl:19])[C:11]2[C:16]([C:17]=1[OH:18])=[CH:15][CH:14]=[CH:13][CH:12]=2)=[O:7])CCC.[OH-].[Na+].O.Cl. Product: [Cl:19][C:10]1[C:11]2[C:16](=[CH:15][CH:14]=[CH:13][CH:12]=2)[C:17]([OH:18])=[C:8]([C:6]([OH:7])=[O:5])[N:9]=1. The catalyst class is: 8. (3) Reactant: [CH2:1]([C:5]12[CH2:17][CH2:16][C:15](=[O:18])[CH:14]=[C:13]1[C:12]1[C:7](=[C:8]([CH3:21])[C:9]([O:19][CH3:20])=[CH:10][CH:11]=1)[CH2:6]2)[CH2:2][CH2:3][CH3:4].C(Cl)(Cl)(Cl)Cl.C([O-])(O)=O.[Na+].[Br:32]Br. Product: [Br:32][C:14]1[C:15](=[O:18])[CH2:16][CH2:17][C:5]2([CH2:1][CH2:2][CH2:3][CH3:4])[C:13]=1[C:12]1[C:7](=[C:8]([CH3:21])[C:9]([O:19][CH3:20])=[CH:10][CH:11]=1)[CH2:6]2. The catalyst class is: 34. (4) Reactant: F[C:2]1[N:24]=[C:23]([F:25])[C:22]([I:26])=[CH:21][C:3]=1[C:4]([C:6](=[CH:12][NH:13][C@@H:14]([C:17]([CH3:20])([CH3:19])[CH3:18])[CH2:15][OH:16])[C:7]([O:9][CH2:10][CH3:11])=[O:8])=[O:5].C(=O)([O-])[O-].[K+].[K+]. Product: [F:25][C:23]1[N:24]=[C:2]2[C:3]([C:4](=[O:5])[C:6]([C:7]([O:9][CH2:10][CH3:11])=[O:8])=[CH:12][N:13]2[C@@H:14]([C:17]([CH3:20])([CH3:19])[CH3:18])[CH2:15][OH:16])=[CH:21][C:22]=1[I:26]. The catalyst class is: 3. (5) Reactant: C(=O)([O-])[O-].[K+].[K+].Cl[C:8]1[N:13]=[CH:12][C:11]([C:14]#[N:15])=[CH:10][CH:9]=1.[F:16][C:17]([F:24])([F:23])[C:18]1[N:19]=[CH:20][NH:21][CH:22]=1. Product: [F:16][C:17]([F:24])([F:23])[C:18]1[N:19]=[CH:20][N:21]([C:8]2[N:13]=[CH:12][C:11]([C:14]#[N:15])=[CH:10][CH:9]=2)[CH:22]=1. The catalyst class is: 16. (6) Reactant: [CH:1]1[C:13]2[CH:12]([CH2:14][O:15][C:16]([NH:18][C:19]([CH3:44])([C:21]([NH:23][C@H:24]([C:28]([N:30]([C@@H:32]([C@@H:40]([CH3:43])[CH2:41][CH3:42])[C@H:33]([O:38][CH3:39])[CH2:34][C:35]([OH:37])=[O:36])[CH3:31])=[O:29])[CH:25]([CH3:27])[CH3:26])=[O:22])[CH3:20])=[O:17])[C:11]3[C:6](=[CH:7][CH:8]=[CH:9][CH:10]=3)[C:5]=2[CH:4]=[CH:3][CH:2]=1.N1C=CC=CC=1.FC(F)(F)C(O[C:56]1[C:61]([F:62])=[C:60]([F:63])[C:59]([F:64])=[C:58]([F:65])[C:57]=1[F:66])=O. Product: [CH:10]1[C:11]2[CH:12]([CH2:14][O:15][C:16]([NH:18][C:19]([CH3:44])([C:21]([NH:23][C@H:24]([C:28]([N:30]([C@@H:32]([C@@H:40]([CH3:43])[CH2:41][CH3:42])[C@H:33]([O:38][CH3:39])[CH2:34][C:35](=[O:37])[O:36][C:56]3[C:57]([F:66])=[C:58]([F:65])[C:59]([F:64])=[C:60]([F:63])[C:61]=3[F:62])[CH3:31])=[O:29])[CH:25]([CH3:27])[CH3:26])=[O:22])[CH3:20])=[O:17])[C:13]3[C:5](=[CH:4][CH:3]=[CH:2][CH:1]=3)[C:6]=2[CH:7]=[CH:8][CH:9]=1. The catalyst class is: 4.